From a dataset of Full USPTO retrosynthesis dataset with 1.9M reactions from patents (1976-2016). Predict the reactants needed to synthesize the given product. (1) Given the product [F:19][C:2]1([F:1])[C:5]2([CH2:9][CH2:8][N:7]([C:10]3[C:11]4[CH:18]=[CH:17][NH:16][C:12]=4[N:13]=[CH:14][N:15]=3)[CH2:6]2)[N:4]([C:26](=[O:27])[CH2:28][C:29]#[N:30])[CH2:3]1, predict the reactants needed to synthesize it. The reactants are: [F:1][C:2]1([F:19])[C:5]2([CH2:9][CH2:8][N:7]([C:10]3[C:11]4[CH:18]=[CH:17][NH:16][C:12]=4[N:13]=[CH:14][N:15]=3)[CH2:6]2)[NH:4][CH2:3]1.CC1N([C:26]([CH2:28][C:29]#[N:30])=[O:27])N=C(C)C=1.C(N(CC)C(C)C)(C)C.C(=O)(O)[O-].[Na+]. (2) Given the product [I:26][C:10]1[C:11]([NH2:16])=[N:12][C:13]([NH2:15])=[N:14][C:9]=1[C:5]1[CH:6]=[CH:7][CH:8]=[C:3]([C:2]([F:1])([F:17])[F:18])[CH:4]=1, predict the reactants needed to synthesize it. The reactants are: [F:1][C:2]([F:18])([F:17])[C:3]1[CH:4]=[C:5]([C:9]2[N:14]=[C:13]([NH2:15])[N:12]=[C:11]([NH2:16])[CH:10]=2)[CH:6]=[CH:7][CH:8]=1.C1C(=O)N([I:26])C(=O)C1. (3) Given the product [CH3:23][C:22]([O:25][C:26]([NH:28][C@H:29]([C:34]([N:4]1[CH2:5][CH2:6][N:1]([C:7]([O:9][CH2:10][C:11]2[CH:16]=[CH:15][CH:14]=[CH:13][CH:12]=2)=[O:8])[CH2:2][CH2:3]1)=[O:35])[CH2:30][CH:31]([CH3:32])[CH3:33])=[O:27])([CH3:21])[CH3:24], predict the reactants needed to synthesize it. The reactants are: [N:1]1([C:7]([O:9][CH2:10][C:11]2[CH:16]=[CH:15][CH:14]=[CH:13][CH:12]=2)=[O:8])[CH2:6][CH2:5][NH:4][CH2:3][CH2:2]1.C(Cl)CCl.[CH3:21][C:22]([O:25][C:26]([NH:28][C@H:29]([C:34](O)=[O:35])[CH2:30][CH:31]([CH3:33])[CH3:32])=[O:27])([CH3:24])[CH3:23].CN1CCOCC1. (4) The reactants are: [O:1]=[C:2]1[C@@H:8]([NH:9]C(=O)OCC2C=CC=CC=2)[CH2:7][CH2:6][S:5][C@H:4]2[CH2:20][CH2:21][CH2:22][CH2:23][N:3]12.I[Si](C)(C)C. Given the product [NH2:9][C@H:8]1[CH2:7][CH2:6][S:5][C@H:4]2[CH2:20][CH2:21][CH2:22][CH2:23][N:3]2[C:2]1=[O:1], predict the reactants needed to synthesize it. (5) Given the product [C:9]([O:12][C:13](=[O:2])[CH3:14])(=[O:11])[CH3:10].[CH:1]([O:3][CH:5]=[O:7])=[O:2].[C:13]([O:12][CH:9]=[O:11])(=[O:2])[CH3:14], predict the reactants needed to synthesize it. The reactants are: [CH:1]([O-:3])=[O:2].[Na+].[C:5](Cl)(=[O:7])C.[C:9]([O:12][CH2:13][CH3:14])(=[O:11])[CH3:10]. (6) Given the product [OH:28][C:15]1([C:12]2[S:13][CH:14]=[C:10]([CH2:9][OH:8])[N:11]=2)[CH2:20][CH2:19][CH:18]([C:21]([O:23][C:24]([CH3:27])([CH3:25])[CH3:26])=[O:22])[CH2:17][CH2:16]1, predict the reactants needed to synthesize it. The reactants are: [Si]([O:8][CH2:9][C:10]1[N:11]=[C:12]([C:15]2([OH:28])[CH2:20][CH2:19][CH:18]([C:21]([O:23][C:24]([CH3:27])([CH3:26])[CH3:25])=[O:22])[CH2:17][CH2:16]2)[S:13][CH:14]=1)(C(C)(C)C)(C)C.CCCC[N+](CCCC)(CCCC)CCCC.[F-].